This data is from Catalyst prediction with 721,799 reactions and 888 catalyst types from USPTO. The task is: Predict which catalyst facilitates the given reaction. Reactant: [CH3:1][O:2][C:3]([C:5]1[C:13]([NH:14][C:15]2[CH:20]=[CH:19][CH:18]=[CH:17][C:16]=2[F:21])=[C:12]([F:22])[C:11]2[C:7](=[C:8]([CH3:23])[NH:9][N:10]=2)[CH:6]=1)=[O:4].[C:24](=O)([O-])[O-].[K+].[K+].IC. Product: [CH3:1][O:2][C:3]([C:5]1[C:13]([NH:14][C:15]2[CH:20]=[CH:19][CH:18]=[CH:17][C:16]=2[F:21])=[C:12]([F:22])[C:11]2[C:7](=[C:8]([CH3:23])[N:9]([CH3:24])[N:10]=2)[CH:6]=1)=[O:4].[CH3:1][O:2][C:3]([C:5]1[CH:6]=[C:7]2[C:11](=[C:12]([F:22])[C:13]=1[NH:14][C:15]1[CH:20]=[CH:19][CH:18]=[CH:17][C:16]=1[F:21])[N:10]([CH3:24])[N:9]=[C:8]2[CH3:23])=[O:4]. The catalyst class is: 31.